Task: Predict which catalyst facilitates the given reaction.. Dataset: Catalyst prediction with 721,799 reactions and 888 catalyst types from USPTO (1) Reactant: S(Cl)([Cl:3])=O.[Cl:5][C:6]1[CH:11]=[CH:10][C:9]([C:12]2[CH:13]=[CH:14][C:15]([C:18]#[C:19][C:20]3[CH:30]=[CH:29][C:23]4[S:24][C:25]([CH2:27]O)=[CH:26][C:22]=4[CH:21]=3)=[N:16][CH:17]=2)=[CH:8][CH:7]=1. Product: [Cl:3][CH2:27][C:25]1[S:24][C:23]2[CH:29]=[CH:30][C:20]([C:19]#[C:18][C:15]3[CH:14]=[CH:13][C:12]([C:9]4[CH:10]=[CH:11][C:6]([Cl:5])=[CH:7][CH:8]=4)=[CH:17][N:16]=3)=[CH:21][C:22]=2[CH:26]=1. The catalyst class is: 2. (2) Reactant: [S:1]1[CH:5]=[CH:4][C:3]([CH2:6][C:7]2[O:11][N:10]=[C:9]([C:12]([O:14]CC)=[O:13])[CH:8]=2)=[CH:2]1.C(O)C.[OH-].[Na+]. Product: [S:1]1[CH:5]=[CH:4][C:3]([CH2:6][C:7]2[O:11][N:10]=[C:9]([C:12]([OH:14])=[O:13])[CH:8]=2)=[CH:2]1. The catalyst class is: 6. (3) Product: [Cl:20][C:17]1[CH:18]=[CH:19][C:14]([O:13][C:10]2[CH:11]=[CH:12][C:7]([C:26](=[O:28])[CH3:27])=[C:8]([CH2:21][CH2:22][CH3:23])[CH:9]=2)=[CH:15][CH:16]=1. Reactant: FC(F)(F)S(O[C:7]1[CH:12]=[CH:11][C:10]([O:13][C:14]2[CH:19]=[CH:18][C:17]([Cl:20])=[CH:16][CH:15]=2)=[CH:9][C:8]=1[CH2:21][CH2:22][CH3:23])(=O)=O.[CH:26]([O:28]CCCC)=[CH2:27].C(N(CC)CC)C.C1(P(C2C=CC=CC=2)CCCP(C2C=CC=CC=2)C2C=CC=CC=2)C=CC=CC=1.Cl. The catalyst class is: 274. (4) Reactant: [F:1][C:2]([C:5]1[CH:6]=[C:7]([CH:11]=[CH:12][N:13]=1)[C:8]([OH:10])=O)([CH3:4])[CH3:3].Cl.C(N=C=NCCCN(C)C)C.O.N1(O)C2C=CC=CC=2N=N1.[CH3:37][C:38]1[N:43]=[CH:42][C:41]([NH2:44])=[CH:40][C:39]=1[C:45]1[CH:50]=[C:49]([N:51]2[CH2:56][CH2:55][O:54][CH2:53][CH2:52]2)[N:48]2[N:57]=[CH:58][CH:59]=[C:47]2[N:46]=1. Product: [F:1][C:2]([C:5]1[CH:6]=[C:7]([CH:11]=[CH:12][N:13]=1)[C:8]([NH:44][C:41]1[CH:42]=[N:43][C:38]([CH3:37])=[C:39]([C:45]2[CH:50]=[C:49]([N:51]3[CH2:56][CH2:55][O:54][CH2:53][CH2:52]3)[N:48]3[N:57]=[CH:58][CH:59]=[C:47]3[N:46]=2)[CH:40]=1)=[O:10])([CH3:3])[CH3:4]. The catalyst class is: 3. (5) Reactant: [CH2:1]([C@H:8]1[N:13]([C:14]([C:16]2[N:17]=[CH:18][N:19]([C@@H:27]3[CH2:33][CH2:32][CH2:31][CH2:30][CH2:29][C@@H:28]3[OH:34])[C:20]=2[C:21]2[CH:26]=[CH:25][CH:24]=[CH:23][CH:22]=2)=[O:15])[CH2:12][CH2:11][N:10](C(OC(C)(C)C)=O)[CH2:9]1)[C:2]1[CH:7]=[CH:6][CH:5]=[CH:4][CH:3]=1.C(OCC)(=O)C.[ClH:48].C(OCC)C. Product: [ClH:48].[CH2:1]([C@@H:8]1[CH2:9][NH:10][CH2:11][CH2:12][N:13]1[C:14]([C:16]1[N:17]=[CH:18][N:19]([C@H:27]2[CH2:33][CH2:32][CH2:31][CH2:30][CH2:29][C@H:28]2[OH:34])[C:20]=1[C:21]1[CH:26]=[CH:25][CH:24]=[CH:23][CH:22]=1)=[O:15])[C:2]1[CH:7]=[CH:6][CH:5]=[CH:4][CH:3]=1. The catalyst class is: 13.